This data is from Reaction yield outcomes from USPTO patents with 853,638 reactions. The task is: Predict the reaction yield, written as a fraction of the theoretical maximum amount of product (1.0 means a 100% yield; for example, 0.34 means a 34% yield). (1) The reactants are C(=O)([O-])[O-].[Cs+].[Cs+].[CH3:7][NH:8][S:9]([CH3:12])(=[O:11])=[O:10].F[C:14]1[CH:19]=[CH:18][CH:17]=[CH:16][C:15]=1[N+:20]([O-:22])=[O:21]. The catalyst is C(#N)C. The product is [CH3:7][N:8]([C:14]1[CH:19]=[CH:18][CH:17]=[CH:16][C:15]=1[N+:20]([O-:22])=[O:21])[S:9]([CH3:12])(=[O:11])=[O:10]. The yield is 0.561. (2) The reactants are [CH3:1][N:2]1[CH2:7][CH2:6][N:5]([C:8]([O:10][C@@H:11]2[N:20]([C:21]3[CH:22]=[CH:23][C:24]([Cl:27])=[CH:25][N:26]=3)[C:18](=[O:19])[C:13]3[N:14]=[CH:15][CH:16]=[N:17][C:12]2=3)=[O:9])[CH2:4][CH2:3]1.[C:28]([OH:36])(=[O:35])[C@@H:29]([CH2:31][C:32]([OH:34])=[O:33])[OH:30].CN1CCN(C(OC2N(C3C=CC(Cl)=CN=3)C(=O)C3N=CC=NC2=3)=O)CC1.C([O-])(=O)[C@@H](CC([O-])=O)O. The catalyst is C(OCC)(=O)C. The product is [CH3:1][N:2]1[CH2:7][CH2:6][N:5]([C:8]([O:10][C@@H:11]2[N:20]([C:21]3[CH:22]=[CH:23][C:24]([Cl:27])=[CH:25][N:26]=3)[C:18](=[O:19])[C:13]3[N:14]=[CH:15][CH:16]=[N:17][C:12]2=3)=[O:9])[CH2:4][CH2:3]1.[C:28]([O-:36])(=[O:35])[C@@H:29]([CH2:31][C:32]([O-:34])=[O:33])[OH:30]. The yield is 0.890. (3) The reactants are C([O:3][C:4](=[O:32])[CH:5]=[C:6]([C:8]1[S:12][C:11]2[C:13]([C:17]3[CH:22]=[C:21]([CH:23]([CH3:25])[CH3:24])[CH:20]=[C:19]([CH:26]([CH3:28])[CH3:27])[C:18]=3[O:29][CH2:30][CH3:31])=[CH:14][CH:15]=[CH:16][C:10]=2[CH:9]=1)[CH3:7])C.C1COCC1.[Li+].[OH-]. The catalyst is CO. The product is [CH2:30]([O:29][C:18]1[C:19]([CH:26]([CH3:28])[CH3:27])=[CH:20][C:21]([CH:23]([CH3:24])[CH3:25])=[CH:22][C:17]=1[C:13]1[C:11]2[S:12][C:8]([C:6]([CH3:7])=[CH:5][C:4]([OH:32])=[O:3])=[CH:9][C:10]=2[CH:16]=[CH:15][CH:14]=1)[CH3:31]. The yield is 0.400. (4) The reactants are [F:1][C:2]1[CH:7]=[CH:6][C:5]([C:8]2[CH:13]=[CH:12][C:11]([C:14]([CH3:18])=[CH:15][CH2:16]O)=[CH:10][CH:9]=2)=[CH:4][CH:3]=1.[CH3:31][CH:30]([O:29][C:27](/N=N/[C:27]([O:29][CH:30]([CH3:32])[CH3:31])=O)=O)[CH3:32].[CH:50]1[CH:51]=[CH:46]C(P([C:46]2[CH:51]=[CH:50][CH:49]=[CH:48]C=2)[C:50]2[CH:51]=[CH:46]C=[CH:48][CH:49]=2)=[CH:48][CH:49]=1.[CH3:52][CH2:53][O:54][C:55](C)=[O:56]. The product is [CH2:53]([O:54][C:55](=[O:56])[C:30]([O:29][C:27]1[CH:48]=[CH:49][C:50]([CH2:16][CH:15]=[C:14]([C:11]2[CH:12]=[CH:13][C:8]([C:5]3[CH:6]=[CH:7][C:2]([F:1])=[CH:3][CH:4]=3)=[CH:9][CH:10]=2)[CH3:18])=[CH:51][CH:46]=1)([CH3:31])[CH3:32])[CH3:52]. The catalyst is C1COCC1. The yield is 0.270. (5) The reactants are [F:1][C:2]([F:14])([CH3:13])[CH2:3][O:4][C:5]1[C:10]([C:11]#[N:12])=[CH:9][N:8]=[CH:7][N:6]=1. The catalyst is C1COCC1.[Ni]. The product is [F:14][C:2]([F:1])([CH3:13])[CH2:3][O:4][C:5]1[C:10]([CH2:11][NH2:12])=[CH:9][N:8]=[CH:7][N:6]=1. The yield is 0.300. (6) The reactants are [CH:1]1([CH2:4][S:5]([C:8]([CH3:13])([CH3:12])[C:9]([OH:11])=O)(=[O:7])=[O:6])[CH2:3][CH2:2]1.S(Cl)(Cl)=O.C(N(CC)C(C)C)(C)C.[CH3:27][O:28][C:29]1[CH:30]=[C:31]([C:35]2[NH:36][C:37]([NH2:40])=[N:38][N:39]=2)[CH:32]=[CH:33][CH:34]=1. The yield is 0.460. No catalyst specified. The product is [CH:1]1([CH2:4][S:5]([C:8]([CH3:13])([CH3:12])[C:9]([NH:40][C:37]2[NH:36][C:35]([C:31]3[CH:32]=[CH:33][CH:34]=[C:29]([O:28][CH3:27])[CH:30]=3)=[N:39][N:38]=2)=[O:11])(=[O:6])=[O:7])[CH2:2][CH2:3]1. (7) The reactants are C([N:8]1[CH2:13][CH2:12][N:11]([C:14]2[CH:15]=[C:16]3[C:20](=[CH:21][C:22]=2[O:23][CH3:24])[N:19]([C:25]2[CH:30]=[CH:29][CH:28]=[CH:27][CH:26]=2)[N:18]=[C:17]3[S:31]([C:34]2[CH:39]=[CH:38][CH:37]=[CH:36][CH:35]=2)(=[O:33])=[O:32])[CH2:10][CH2:9]1)C1C=CC=CC=1.[Cl:40]C(OC(Cl)=O)C. The catalyst is ClCCCl. The product is [ClH:40].[CH3:24][O:23][C:22]1[CH:21]=[C:20]2[C:16]([C:17]([S:31]([C:34]3[CH:39]=[CH:38][CH:37]=[CH:36][CH:35]=3)(=[O:32])=[O:33])=[N:18][N:19]2[C:25]2[CH:30]=[CH:29][CH:28]=[CH:27][CH:26]=2)=[CH:15][C:14]=1[N:11]1[CH2:12][CH2:13][NH:8][CH2:9][CH2:10]1. The yield is 0.820. (8) The reactants are [F:1][C:2]1[CH:3]=[C:4]([CH:30]=[CH:31][CH:32]=1)[O:5][C:6]1[CH:29]=[CH:28][C:9]([O:10][C:11]2[N:19]=[CH:18][C:17]([N:20]3[CH2:27][CH:26]4[CH:22]([CH2:23][NH:24][CH2:25]4)[CH2:21]3)=[CH:16][C:12]=2[C:13]([NH2:15])=[O:14])=[CH:8][CH:7]=1.C(N(CC)C(C)C)(C)C.[C:42](Cl)(=[O:46])/[CH:43]=[CH:44]/[CH3:45]. The catalyst is C(Cl)Cl. The product is [C:42]([N:24]1[CH2:25][CH:26]2[CH2:27][N:20]([C:17]3[CH:18]=[N:19][C:11]([O:10][C:9]4[CH:28]=[CH:29][C:6]([O:5][C:4]5[CH:30]=[CH:31][CH:32]=[C:2]([F:1])[CH:3]=5)=[CH:7][CH:8]=4)=[C:12]([CH:16]=3)[C:13]([NH2:15])=[O:14])[CH2:21][CH:22]2[CH2:23]1)(=[O:46])/[CH:43]=[CH:44]/[CH3:45]. The yield is 0.232. (9) The reactants are CN(C)C=O.[NH2:6][C:7](=[N:46][OH:47])[C:8]1[CH:9]=[CH:10][C:11]([CH3:45])=[C:12]([N:14]([CH2:31][C:32]([N:34]([N:36]2[CH2:44][C:43]3[C:38](=[CH:39][CH:40]=[CH:41][CH:42]=3)[CH2:37]2)[CH3:35])=[O:33])[CH2:15][C:16]([NH:18][CH2:19][CH2:20][N:21]([C:24]([O:26][C:27]([CH3:30])([CH3:29])[CH3:28])=[O:25])[CH2:22][CH3:23])=[O:17])[CH:13]=1.C(N(CC)CC)C.[F:55][C:56]([F:67])([F:66])[C:57](O[C:57](=O)[C:56]([F:67])([F:66])[F:55])=O. The catalyst is C(OCC)(=O)C.CCCCCC. The product is [CH2:44]1[C:43]2[C:38](=[CH:39][CH:40]=[CH:41][CH:42]=2)[CH2:37][N:36]1[N:34]([CH3:35])[C:32](=[O:33])[CH2:31][N:14]([C:12]1[CH:13]=[C:8]([C:7]2[N:6]=[C:57]([C:56]([F:67])([F:66])[F:55])[O:47][N:46]=2)[CH:9]=[CH:10][C:11]=1[CH3:45])[CH2:15][C:16]([NH:18][CH2:19][CH2:20][N:21]([C:24]([O:26][C:27]([CH3:30])([CH3:28])[CH3:29])=[O:25])[CH2:22][CH3:23])=[O:17]. The yield is 0.590.